This data is from Cav3 T-type calcium channel HTS with 100,875 compounds. The task is: Binary Classification. Given a drug SMILES string, predict its activity (active/inactive) in a high-throughput screening assay against a specified biological target. (1) The compound is O1N=C(CC1C(=O)NCc1ncccc1)c1cc(OC)c(OC)cc1. The result is 0 (inactive). (2) The molecule is O1c2c(OC1)ccc(NC(=O)c1oc(cc1)C)c2. The result is 0 (inactive). (3) The drug is O(c1c(CN2CCc3c(C2)cccc3)cc(OC)c(OC)c1)C. The result is 0 (inactive).